This data is from Forward reaction prediction with 1.9M reactions from USPTO patents (1976-2016). The task is: Predict the product of the given reaction. (1) The product is: [F:52][C:2]([F:1])([F:51])[C:3]1[CH:4]=[C:5]([C:13]([CH3:49])([CH3:50])[C:14]([N:16]([CH3:48])[C:17]2[C:18]([C:40]3[CH:45]=[CH:44][C:43]([F:46])=[CH:42][C:41]=3[CH3:47])=[CH:19][C:20]([C@@H:23]3[NH:27][C@@:26]([CH3:39])([C:35]([O:37][CH3:38])=[O:36])[CH2:25][CH2:24]3)=[N:21][CH:22]=2)=[O:15])[CH:6]=[C:7]([C:9]([F:11])([F:12])[F:10])[CH:8]=1. Given the reactants [F:1][C:2]([F:52])([F:51])[C:3]1[CH:4]=[C:5]([C:13]([CH3:50])([CH3:49])[C:14]([N:16]([CH3:48])[C:17]2[C:18]([C:40]3[CH:45]=[CH:44][C:43]([F:46])=[CH:42][C:41]=3[CH3:47])=[CH:19][C:20]([C@@H:23]3[N:27](C(OC(C)(C)C)=O)[C@@:26]([CH3:39])([C:35]([O:37][CH3:38])=[O:36])[CH2:25][CH2:24]3)=[N:21][CH:22]=2)=[O:15])[CH:6]=[C:7]([C:9]([F:12])([F:11])[F:10])[CH:8]=1.C(O)(C(F)(F)F)=O, predict the reaction product. (2) Given the reactants [CH3:1][N:2]1[CH2:7][CH2:6][CH:5]([CH2:8][CH2:9][CH2:10][N:11](C(OCC2C=CC=CC=2)=O)[C:12]([NH:14]C(OCC2C=CC=CC=2)=O)=[NH:13])[CH2:4][CH2:3]1.[H][H], predict the reaction product. The product is: [CH3:1][N:2]1[CH2:3][CH2:4][CH:5]([CH2:8][CH2:9][CH2:10][NH:11][C:12]([NH2:14])=[NH:13])[CH2:6][CH2:7]1. (3) Given the reactants [Cl:1][C:2]1[CH:3]=[CH:4][C:5]([C:37]#[N:38])=[C:6]([C:8]2[C:13]([O:14][CH3:15])=[CH:12][N:11]([CH:16]([O:33][CH2:34][CH3:35])[C:17]([NH:19][C:20]3[CH:32]=[CH:31][C:23]([C:24]([O:26]C(C)(C)C)=[O:25])=[CH:22][CH:21]=3)=[O:18])[C:10](=[O:36])[CH:9]=2)[CH:7]=1.C(O)(C(F)(F)F)=O, predict the reaction product. The product is: [Cl:1][C:2]1[CH:3]=[CH:4][C:5]([C:37]#[N:38])=[C:6]([C:8]2[C:13]([O:14][CH3:15])=[CH:12][N:11]([CH:16]([O:33][CH2:34][CH3:35])[C:17]([NH:19][C:20]3[CH:21]=[CH:22][C:23]([C:24]([OH:26])=[O:25])=[CH:31][CH:32]=3)=[O:18])[C:10](=[O:36])[CH:9]=2)[CH:7]=1. (4) The product is: [NH2:7][C:8]1[C:17]([O:18][CH:19]2[CH2:20][CH2:21][CH:22]([OH:25])[CH2:23][CH2:24]2)=[CH:16][C:15]2[C:10]([CH:9]=1)=[CH:11][CH:12]=[CH:13][CH:14]=2.[NH2:7][C:8]1[C:17]([O:18][CH:19]2[CH2:24][CH2:23][CH:22]([O:30][C:29](=[O:31])[C:28]([F:33])([F:32])[F:27])[CH2:21][CH2:20]2)=[CH:16][C:15]2[C:10]([CH:9]=1)=[CH:11][CH:12]=[CH:13][CH:14]=2. Given the reactants C(OC(=O)[NH:7][C:8]1[C:17]([O:18][CH:19]2[CH2:24][CH2:23][CH:22]([OH:25])[CH2:21][CH2:20]2)=[CH:16][C:15]2[C:10](=[CH:11][CH:12]=[CH:13][CH:14]=2)[CH:9]=1)(C)(C)C.[F:27][C:28]([F:33])([F:32])[C:29]([OH:31])=[O:30].[OH-].[Na+], predict the reaction product. (5) Given the reactants [Si:1]([O:8][CH:9]1[C:17]2[C:12](=[C:13]([C:18]3[S:19][C:20]([C:23]4[CH:24]=[CH:25][C:26](F)=[C:27]([CH:30]=4)[C:28]#[N:29])=[CH:21][N:22]=3)[CH:14]=[CH:15][CH:16]=2)[CH2:11][CH2:10]1)([C:4]([CH3:7])([CH3:6])[CH3:5])([CH3:3])[CH3:2].[CH3:32][CH:33]([CH3:35])[O-:34].[Na+], predict the reaction product. The product is: [Si:1]([O:8][CH:9]1[C:17]2[C:12](=[C:13]([C:18]3[S:19][C:20]([C:23]4[CH:24]=[CH:25][C:26]([O:34][CH:33]([CH3:35])[CH3:32])=[C:27]([CH:30]=4)[C:28]#[N:29])=[CH:21][N:22]=3)[CH:14]=[CH:15][CH:16]=2)[CH2:11][CH2:10]1)([C:4]([CH3:7])([CH3:6])[CH3:5])([CH3:3])[CH3:2]. (6) Given the reactants [CH3:1][N:2]([CH3:24])[C:3]([C:5]1[CH:6]=[C:7]([S:11]([NH:14][C:15]2[CH:19]=[CH:18][S:17][C:16]=2[C:20]([O:22]C)=[O:21])(=[O:13])=[O:12])[CH:8]=[CH:9][CH:10]=1)=[O:4].CO.[OH-].[Na+], predict the reaction product. The product is: [CH3:1][N:2]([CH3:24])[C:3]([C:5]1[CH:6]=[C:7]([S:11]([NH:14][C:15]2[CH:19]=[CH:18][S:17][C:16]=2[C:20]([OH:22])=[O:21])(=[O:13])=[O:12])[CH:8]=[CH:9][CH:10]=1)=[O:4]. (7) The product is: [CH2:47]([N:40]1[C:41]2[C:46](=[CH:45][CH:44]=[CH:43][CH:42]=2)[C:38]([CH2:37][C@@H:33]([NH:32][C:30](=[O:31])[O:29][C:25]([CH3:28])([CH3:27])[CH3:26])[C:34](=[O:35])[NH:1][CH:2]2[CH2:11][C:10]3[C:5](=[C:6]([N:12]4[CH2:16][CH2:15][CH2:14][C:13]4=[O:17])[CH:7]=[CH:8][CH:9]=3)[N:4]([CH2:18][C:19]3[CH:23]=[CH:22][S:21][CH:20]=3)[C:3]2=[O:24])=[CH:39]1)[CH3:48]. Given the reactants [NH2:1][CH:2]1[CH2:11][C:10]2[C:5](=[C:6]([N:12]3[CH2:16][CH2:15][CH2:14][C:13]3=[O:17])[CH:7]=[CH:8][CH:9]=2)[N:4]([CH2:18][C:19]2[CH:23]=[CH:22][S:21][CH:20]=2)[C:3]1=[O:24].[C:25]([O:29][C:30]([NH:32][C@H:33]([CH2:37][C:38]1[C:46]2[C:41](=[CH:42][CH:43]=[CH:44][CH:45]=2)[N:40]([CH2:47][CH3:48])[CH:39]=1)[C:34](O)=[O:35])=[O:31])([CH3:28])([CH3:27])[CH3:26], predict the reaction product. (8) Given the reactants [CH2:1]([C:3]1[CH:8]=[CH:7][CH:6]=[C:5]([N+:9]([O-:11])=[O:10])[C:4]=1[NH:12]C(=O)C)[CH3:2].OS(O)(=O)=O, predict the reaction product. The product is: [CH2:1]([C:3]1[CH:8]=[CH:7][CH:6]=[C:5]([N+:9]([O-:11])=[O:10])[C:4]=1[NH2:12])[CH3:2]. (9) Given the reactants [NH2:1][C:2]1[CH:3]=[CH:4][C:5]([N:8]2[CH:12]=[CH:11][N:10]=[C:9]2[CH3:13])=[N:6][CH:7]=1.[Cl:14][C:15]1[CH:20]=[CH:19][C:18]([C:21]2[O:25][N:24]=[CH:23][C:22]=2[CH2:26][CH2:27][C:28](O)=[O:29])=[CH:17][CH:16]=1.O.ON1C2C=CC=CC=2N=N1.Cl.C(N=C=NCCCN(C)C)C, predict the reaction product. The product is: [CH3:13][C:9]1[N:8]([C:5]2[N:6]=[CH:7][C:2]([NH:1][C:28](=[O:29])[CH2:27][CH2:26][C:22]3[CH:23]=[N:24][O:25][C:21]=3[C:18]3[CH:19]=[CH:20][C:15]([Cl:14])=[CH:16][CH:17]=3)=[CH:3][CH:4]=2)[CH:12]=[CH:11][N:10]=1. (10) Given the reactants Cl.[CH2:2]([N:6]([S:16]([C:19]1[CH:24]=[CH:23][C:22]([N+:25]([O-])=O)=[CH:21][CH:20]=1)(=[O:18])=[O:17])[C@H:7]([C:13]([OH:15])=[O:14])[CH2:8][CH2:9][CH2:10][CH2:11][NH2:12])[CH:3]([CH3:5])[CH3:4].[CH3:28][C:29]1[CH:34]=[CH:33][C:32]([S:35]([NH:38][C@H:39]([C:44](O)=[O:45])[CH2:40][C:41](=[O:43])[NH2:42])(=[O:37])=[O:36])=[CH:31][CH:30]=1, predict the reaction product. The product is: [NH2:25][C:22]1[CH:23]=[CH:24][C:19]([S:16]([N:6]([CH2:2][CH:3]([CH3:5])[CH3:4])[C@H:7]([C:13]([OH:15])=[O:14])[CH2:8][CH2:9][CH2:10][CH2:11][NH:12][C:44](=[O:45])[C@H:39]([CH2:40][C:41](=[O:43])[NH2:42])[NH:38][S:35]([C:32]2[CH:31]=[CH:30][C:29]([CH3:28])=[CH:34][CH:33]=2)(=[O:36])=[O:37])(=[O:18])=[O:17])=[CH:20][CH:21]=1.